This data is from Forward reaction prediction with 1.9M reactions from USPTO patents (1976-2016). The task is: Predict the product of the given reaction. Given the reactants [Cl:1][C:2]1[CH:7]=[CH:6][CH:5]=[CH:4][C:3]=1[C:8]1[S:12][C:11]([CH3:13])=[N:10][C:9]=1[C:14]([OH:16])=O.[NH:17]1[CH2:22][CH2:21][CH2:20][C@@H:19]([NH:23][C:24]([C:26]2[N:33]3[C:29]([S:30][CH:31]=[CH:32]3)=[N:28][C:27]=2[CH3:34])=[O:25])[CH2:18]1, predict the reaction product. The product is: [Cl:1][C:2]1[CH:7]=[CH:6][CH:5]=[CH:4][C:3]=1[C:8]1[S:12][C:11]([CH3:13])=[N:10][C:9]=1[C:14]([N:17]1[CH2:22][CH2:21][CH2:20][C@@H:19]([NH:23][C:24]([C:26]2[N:33]3[C:29]([S:30][CH:31]=[CH:32]3)=[N:28][C:27]=2[CH3:34])=[O:25])[CH2:18]1)=[O:16].